This data is from Reaction yield outcomes from USPTO patents with 853,638 reactions. The task is: Predict the reaction yield, written as a fraction of the theoretical maximum amount of product (1.0 means a 100% yield; for example, 0.34 means a 34% yield). (1) The reactants are [CH3:1][O:2][C:3]([C:5]1[S:6][C:7]([C:20]2[C:21]([NH2:27])=[N:22][CH:23]=[C:24](Br)[CH:25]=2)=[CH:8][C:9]=1[O:10][CH:11]([C:13]1[CH:18]=[CH:17][CH:16]=[CH:15][C:14]=1[Cl:19])[CH3:12])=[O:4].[Cl:28][C:29]1[CH:30]=[C:31](B(O)O)[CH:32]=[CH:33][CH:34]=1.C([O-])([O-])=O.[K+].[K+]. The catalyst is C1(C)C=CC=CC=1.CCO.C1C=CC([P]([Pd]([P](C2C=CC=CC=2)(C2C=CC=CC=2)C2C=CC=CC=2)([P](C2C=CC=CC=2)(C2C=CC=CC=2)C2C=CC=CC=2)[P](C2C=CC=CC=2)(C2C=CC=CC=2)C2C=CC=CC=2)(C2C=CC=CC=2)C2C=CC=CC=2)=CC=1. The product is [CH3:1][O:2][C:3]([C:5]1[S:6][C:7]([C:20]2[C:21]([NH2:27])=[N:22][CH:23]=[C:24]([C:33]3[CH:32]=[CH:31][CH:30]=[C:29]([Cl:28])[CH:34]=3)[CH:25]=2)=[CH:8][C:9]=1[O:10][CH:11]([C:13]1[CH:18]=[CH:17][CH:16]=[CH:15][C:14]=1[Cl:19])[CH3:12])=[O:4]. The yield is 0.450. (2) The reactants are [Cl:1][C:2]1[CH:10]=[N:9][CH:8]=[CH:7][C:3]=1[C:4]([OH:6])=[O:5].[CH2:11](O)[CH3:12].CCN(C(C)C)C(C)C. The catalyst is S(Cl)(Cl)=O. The product is [CH2:11]([O:5][C:4](=[O:6])[C:3]1[CH:7]=[CH:8][N:9]=[CH:10][C:2]=1[Cl:1])[CH3:12]. The yield is 0.940. (3) The reactants are [CH2:1]([O:3][C:4](=[O:21])[C:5]1[CH:10]=[CH:9][C:8]([N:11]=[CH:12][C:13]2[CH:18]=[C:17]([F:19])[CH:16]=[CH:15][C:14]=2[CH3:20])=[CH:7][CH:6]=1)[CH3:2].O.[O-]S(C(F)(F)F)(=O)=O.[Yb+3].[O-]S(C(F)(F)F)(=O)=O.[O-]S(C(F)(F)F)(=O)=O.[CH:48](=[O:52])[CH:49]([CH3:51])[CH3:50].O. The catalyst is O1CCCC1. The product is [CH2:1]([O:3][C:4]([C:5]1[CH:10]=[C:9]2[C:8](=[CH:7][CH:6]=1)[NH:11][CH:12]([C:13]1[CH:18]=[C:17]([F:19])[CH:16]=[CH:15][C:14]=1[CH3:20])[C:49]([CH3:51])([CH3:50])[CH:48]2[OH:52])=[O:21])[CH3:2]. The yield is 1.00. (4) The reactants are [NH2:1][C:2]1[C:3]2[N:4]([C:8]([C@@H:25]3[CH2:29][CH2:28][CH2:27][NH:26]3)=[N:9][C:10]=2[C:11]2[CH:24]=[CH:23][C:14]([C:15]([NH:17][C:18]3[S:19][CH:20]=[CH:21][N:22]=3)=[O:16])=[CH:13][CH:12]=2)[CH:5]=[CH:6][N:7]=1.[CH3:30][N:31]([CH3:38])[CH2:32]/[CH:33]=[CH:34]/[C:35](O)=[O:36]. No catalyst specified. The product is [NH2:1][C:2]1[C:3]2[N:4]([C:8]([C@@H:25]3[CH2:29][CH2:28][CH2:27][N:26]3[C:35](=[O:36])/[CH:34]=[CH:33]/[CH2:32][N:31]([CH3:38])[CH3:30])=[N:9][C:10]=2[C:11]2[CH:12]=[CH:13][C:14]([C:15]([NH:17][C:18]3[S:19][CH:20]=[CH:21][N:22]=3)=[O:16])=[CH:23][CH:24]=2)[CH:5]=[CH:6][N:7]=1. The yield is 0.297. (5) The reactants are [H-].[Na+].[C:3]1([OH:9])[CH:8]=[CH:7][CH:6]=[CH:5][CH:4]=1.F[C:11]1[CH:16]=[CH:15][C:14]([N+:17]([O-:19])=[O:18])=[CH:13][C:12]=1[F:20]. The catalyst is CN(C)C=O.O. The product is [F:20][C:12]1[CH:13]=[C:14]([N+:17]([O-:19])=[O:18])[CH:15]=[CH:16][C:11]=1[O:9][C:3]1[CH:8]=[CH:7][CH:6]=[CH:5][CH:4]=1. The yield is 0.440. (6) The reactants are [NH:1]1[C:9]2[C:4](=[CH:5][CH:6]=[CH:7][CH:8]=2)[C:3]([CH2:10][CH2:11][CH2:12]O)=[CH:2]1.[Br:14]P(Br)(C1C=CC=CC=1)(C1C=CC=CC=1)C1C=CC=CC=1.C1CCCCC1. The catalyst is O1CCOCC1. The product is [NH:1]1[C:9]2[C:4](=[CH:5][CH:6]=[CH:7][CH:8]=2)[C:3]([CH2:10][CH2:11][CH2:12][Br:14])=[CH:2]1. The yield is 0.990.